This data is from Peptide-MHC class I binding affinity with 185,985 pairs from IEDB/IMGT. The task is: Regression. Given a peptide amino acid sequence and an MHC pseudo amino acid sequence, predict their binding affinity value. This is MHC class I binding data. The peptide sequence is IRQVLFLEK. The MHC is Mamu-B08 with pseudo-sequence Mamu-B08. The binding affinity (normalized) is 0.958.